Dataset: Reaction yield outcomes from USPTO patents with 853,638 reactions. Task: Predict the reaction yield, written as a fraction of the theoretical maximum amount of product (1.0 means a 100% yield; for example, 0.34 means a 34% yield). (1) The reactants are Cl[C:2]1[N:3]=[C:4]([OH:12])[C:5]2[CH:11]=[CH:10][N:9]=[CH:8][C:6]=2[N:7]=1.[CH2:13]([N:15]([C:23]1[CH:28]=[CH:27][C:26]([CH:29]([CH3:31])[CH3:30])=[CH:25][CH:24]=1)[C:16]1[CH:21]=[CH:20][C:19]([OH:22])=[CH:18][CH:17]=1)[CH3:14]. No catalyst specified. The product is [CH2:13]([N:15]([C:23]1[CH:28]=[CH:27][C:26]([CH:29]([CH3:30])[CH3:31])=[CH:25][CH:24]=1)[C:16]1[CH:21]=[CH:20][C:19]([O:22][C:2]2[N:3]=[C:4]([OH:12])[C:5]3[CH:11]=[CH:10][N:9]=[CH:8][C:6]=3[N:7]=2)=[CH:18][CH:17]=1)[CH3:14]. The yield is 0.0500. (2) The reactants are [CH3:1][NH:2][NH2:3].[F:4][C:5]([F:12])([F:11])[C:6](=O)[CH2:7][C:8]#[N:9].Cl. The catalyst is CCO. The product is [CH3:1][N:2]1[C:8]([NH2:9])=[CH:7][C:6]([C:5]([F:12])([F:11])[F:4])=[N:3]1. The yield is 0.210. (3) The catalyst is C1COCC1. The reactants are [CH3:1][N:2]([CH3:24])[CH2:3][CH2:4][N:5]1[C:13]2[C:8](=[CH:9][C:10]([O:14][C:15]3[CH:22]=[CH:21][C:20]([F:23])=[CH:19][C:16]=3[C:17]#[N:18])=[CH:11][CH:12]=2)[CH:7]=[N:6]1.[H-].[H-].[H-].[H-].[Li+].[Al+3]. The product is [NH2:18][CH2:17][C:16]1[CH:19]=[C:20]([F:23])[CH:21]=[CH:22][C:15]=1[O:14][C:10]1[CH:9]=[C:8]2[C:13](=[CH:12][CH:11]=1)[N:5]([CH2:4][CH2:3][N:2]([CH3:24])[CH3:1])[N:6]=[CH:7]2. The yield is 0.970. (4) The reactants are I[C:2]1[C:10]2[C:5](=[N:6][CH:7]=[C:8]([C:11]3[CH:16]=[CH:15][C:14]([N:17]4[CH2:22][CH2:21][N:20]([C:23]([O:25][C:26]([CH3:29])([CH3:28])[CH3:27])=[O:24])[CH2:19][CH2:18]4)=[CH:13][CH:12]=3)[CH:9]=2)[N:4]([S:30]([C:33]2[CH:39]=[CH:38][C:36]([CH3:37])=[CH:35][CH:34]=2)(=[O:32])=[O:31])[CH:3]=1.[CH3:40][C:41]1[CH:42]=[C:43]([CH:59]=[CH:60][CH:61]=1)[CH2:44][N:45]1[CH:49]=[C:48](B2OC(C)(C)C(C)(C)O2)[CH:47]=[N:46]1.C(=O)([O-])[O-].[Na+].[Na+]. The catalyst is C1(C)C=CC=CC=1.C(O)C.O.Cl[Pd](Cl)([P](C1C=CC=CC=1)(C1C=CC=CC=1)C1C=CC=CC=1)[P](C1C=CC=CC=1)(C1C=CC=CC=1)C1C=CC=CC=1. The product is [CH3:40][C:41]1[CH:42]=[C:43]([CH:59]=[CH:60][CH:61]=1)[CH2:44][N:45]1[CH:49]=[C:48]([C:2]2[C:10]3[C:5](=[N:6][CH:7]=[C:8]([C:11]4[CH:16]=[CH:15][C:14]([N:17]5[CH2:22][CH2:21][N:20]([C:23]([O:25][C:26]([CH3:29])([CH3:28])[CH3:27])=[O:24])[CH2:19][CH2:18]5)=[CH:13][CH:12]=4)[CH:9]=3)[N:4]([S:30]([C:33]3[CH:39]=[CH:38][C:36]([CH3:37])=[CH:35][CH:34]=3)(=[O:32])=[O:31])[CH:3]=2)[CH:47]=[N:46]1. The yield is 0.938. (5) The reactants are C([O:3][CH2:4][CH2:5][CH2:6][N:7]1[C:12](=[O:13])[C:11]2[C:14]([CH2:27][C:28]3[CH:33]=[CH:32][C:31]([Cl:34])=[CH:30][CH:29]=3)=[C:15]([C:18]3[CH:23]=[CH:22][CH:21]=[CH:20][C:19]=3[CH:24]([CH3:26])[CH3:25])[N:16]=[CH:17][C:10]=2[N:9]([CH3:35])[C:8]1=[O:36])=O.O[Li].O. The catalyst is C1COCC1.O.CC(=O)OCC. The product is [Cl:34][C:31]1[CH:30]=[CH:29][C:28]([CH2:27][C:14]2[C:11]3[C:12](=[O:13])[N:7]([CH2:6][CH2:5][CH2:4][OH:3])[C:8](=[O:36])[N:9]([CH3:35])[C:10]=3[CH:17]=[N:16][C:15]=2[C:18]2[CH:23]=[CH:22][CH:21]=[CH:20][C:19]=2[CH:24]([CH3:26])[CH3:25])=[CH:33][CH:32]=1. The yield is 0.364. (6) The reactants are [F:1][C:2]1[CH:7]=[CH:6][C:5]([CH:8]2[C:16]3[C:11](=[CH:12][C:13]([CH2:17][OH:18])=[CH:14][CH:15]=3)[CH2:10][O:9]2)=[CH:4][CH:3]=1. The catalyst is C1(C)C=CC=CC=1.[O-2].[O-2].[Mn+4]. The product is [F:1][C:2]1[CH:7]=[CH:6][C:5]([CH:8]2[C:16]3[C:11](=[CH:12][C:13]([CH:17]=[O:18])=[CH:14][CH:15]=3)[CH2:10][O:9]2)=[CH:4][CH:3]=1. The yield is 0.880.